Dataset: B-cell epitopes from IEDB database with 3,159 antigens for binding position prediction. Task: Token-level Classification. Given an antigen amino acid sequence, predict which amino acid positions are active epitope sites capable of antibody binding. Output is a list of indices for active positions. (1) Given the antigen sequence: MKHPVYWFLISSSLLASNSLSFAQVTNETLTSSDSYNGNVTSDEFEVKETTSGAIYTCEGNVCISYAGKDSPLNKSCFSETTENLSFIGNGYTLCFDNITTQSSHPGAISVSGTNKTLDISGFSLFSCAYCCPPGTTGYGAIQTKGTTTLKDNSSLVFHKNCSTAEGGAIQCKSSSSTAELKLENNKNLVFSENSSKEKGGAIYADKLTIVSGGPTLFSNNSVSHNSSPKGGAICIKDSDGECSLTANLGDITFDGNKIITTNGGSPTVTRNSIDLGSGGKFTKLNAKEGFGIFFYDPIANTGGSTEIELNKTESDTTYTGKIVFSGEKLSDEEKTVPANLKSYFKQPLKIGAGSLVLKDGVTLEAKKITQTKGSTVVMDLGTTLQTPSSSGETITLTNLDINIASLGGGGGTAPAKLATNTASQAISIAAVNLVNTDSNTYEDPILSASKSFSAITATTSSSTVTPPETNLKNYTPPTHYGYQGNWTVTWKQGSSAQEK..., which amino acid positions are active epitope sites? The epitope positions are: [51, 52, 53, 54, 55, 56, 57, 58, 59, 60, 61, 62, 63, 64, 65, 66, 67, 68, 69, 70... (22 total positions)]. The amino acids at these positions are: SGAIYTCEGNVCISYAGKDSPL. (2) Given the antigen sequence: MLGGPGPGLLLLLAVLSLGTAVPSAGASKSRRQAQQIVQPQSPLTVSQSKPGCYDNGKHYQINQQWERTYLGSALVCTCYGGSRGFNCESKPEPEETCFDKYTGNTYRVGDTYERPKDSMIWDCTCIGAGRGRISCTIANRCHEGGQSYKIGDTWRRPHETGGYMLECVCLGNGKGEWTCKPIAEKCFDQAAGTSYVVGETWEKPYQGWMMVDCTCLGEGSGRITCTSRNRCNDQDTRTSYRIGDTWSKKDNRGNLLQCICTGNGRGEWKCERHTSLQTTSAGSGSFTDVRTAIYQPQPHPQPPPYGHCVTDSGVVYSVGMQWLKTQGNKQMLCTCLGNGVSCQETAVTQTYGGNSNGEPCVLPFTYNGKTFYSCTTEGRQDGHLWCSTTSNYEQDQKYSFCTDHTVLVQTRGGNSNGALCHFPFLYNNHNYTDCTSEGRRDNMKWCGTTQNYDADQKFGFCPMAAHEEICTTNEGVMYRIGDQWDKQHDMGHMMRCTCV..., which amino acid positions are active epitope sites? The epitope positions are: [1694, 1695, 1696, 1697, 1698, 1699]. The amino acids at these positions are: PGSEYT. (3) The epitope positions are: [10, 11, 12, 13, 14, 15, 16, 17, 18, 19]. The amino acids at these positions are: ITRHEQQLVV. Given the antigen sequence: MSDLTDIQEDITRHEQQLVVARQKLKDAEKAVEMYPDDVNKNTLQARQQTVSALEDKLADFKRRMADAVSRKKMDTKPTDPTGIEPDDHLKERSSLRYGNVLDVNAIDIEEPSGQTADWYTIGVYVIGFTLPIILKALYMLSTRGRQTVKENKGTRYRFKDDTSFEDINGIRRPKHLYVSMPTAQSTMKAEELTPGRFRTIVCGLFPTQIQVRNIMSPVMGVIGFSFFVKDWADRIREFMEKECPFIKPEVKPGTPTQEIEFLKKNKVYFMDRQNVLDKNHVADIDKLIDYAASGDPTSPDNIESPNAPWVFACAPDRCPPTCIYVAGMAELGAFFSILQDMRNTIMASKTVGTAEEKLKKKSSFYQSYLRRTQSMGIQLDQRIILLYMLEWGKEMVDHFHLGDDMDPELRGLAQALIDQKVKEISNQDPLKI, which amino acid positions are active epitope sites? (4) The epitope positions are: [48, 49, 50, 51, 52, 53, 54, 55, 56, 57, 58, 59, 60, 61]. The amino acids at these positions are: LFSCLKDRHDFGFP. Given the antigen sequence: MALTFALLVALLVLSCKSSCSVGCDLPQTHSLGSRRTLMLLAQMRRISLFSCLKDRHDFGFPQEEFGNQFQK, which amino acid positions are active epitope sites? (5) Given the antigen sequence: MSLLTEVETYVLSIVPSGPLKAEIAQRLEDVFAGKNTDLEALMEWLKTRPILSPLTKGILGFVFTLTVPSERGLQRRRFVQNALNGNGDPNNMDKAVKLYRKLKREITFHGAKEIALSYSAGALASCMGLIYNRMGAVTTEVAFGLVCATCEQIADSQHRSHRQMVATTNPLIKHENRMVLASTTAKAMEQMAGSSEQAAEAMEIASQARRMVQAMRAVGTHPSSSTGLRDDLLENLQTYQKRMGVQMQRFK, which amino acid positions are active epitope sites? The epitope positions are: [54, 55, 56, 57, 58, 59, 60, 61, 62, 63, 64, 65, 66, 67, 68, 69, 70, 71]. The amino acids at these positions are: LTKGILGFVFTLTVPSER.